Dataset: Full USPTO retrosynthesis dataset with 1.9M reactions from patents (1976-2016). Task: Predict the reactants needed to synthesize the given product. (1) Given the product [Br:28][C:29]1[CH:30]=[C:31]([N:7]2[C:8]3[C:4](=[CH:3][C:2]([Cl:1])=[CH:10][CH:9]=3)[CH:5]=[C:6]2[C:11]([CH:13]([CH2:25][CH2:26][CH3:27])[CH2:14][C:15]2[CH:16]=[CH:17][C:18]([C:77]([NH:73][CH2:74][CH2:76][C:66]([O:65][C:61]([CH3:64])([CH3:63])[CH3:62])=[O:70])=[O:59])=[CH:23][CH:24]=2)=[O:12])[CH:32]=[CH:33][CH:34]=1, predict the reactants needed to synthesize it. The reactants are: [Cl:1][C:2]1[CH:3]=[C:4]2[C:8](=[CH:9][CH:10]=1)[NH:7][C:6]([C:11]([CH:13]([CH2:25][CH2:26][CH3:27])[CH2:14][C:15]1[CH:24]=[CH:23][C:18](C(OC)=O)=[CH:17][CH:16]=1)=[O:12])=[CH:5]2.[Br:28][C:29]1[CH:30]=[C:31](I)[CH:32]=[CH:33][CH:34]=1.P([O-])([O-])([O-])=O.[K+].[K+].[K+].[Li+].[OH-].C(Cl)CCl.C1C=CC2N([OH:59])N=NC=2C=1.Cl.[C:61]([O:65][C:66](=[O:70])CCN)([CH3:64])([CH3:63])[CH3:62].CC[N:73]([CH:77](C)C)[CH:74]([CH3:76])C. (2) Given the product [C:21]([C:18]1[CH:19]=[CH:20][C:15]([N:10]2[N:9]=[C:8]([NH:25][C:26]3[NH:27][N:28]=[C:29]([CH3:31])[CH:30]=3)[C:7]3[C:12](=[CH:13][C:4]([N+:1]([O-:3])=[O:2])=[CH:5][CH:6]=3)[C:11]2=[O:14])=[CH:16][CH:17]=1)([CH3:24])([CH3:22])[CH3:23], predict the reactants needed to synthesize it. The reactants are: [N+:1]([C:4]1[CH:13]=[C:12]2[C:7]([C:8]([NH:25][C:26]3[N:27](C(C)(C)C)[N:28]=[C:29]([CH3:31])[CH:30]=3)=[N:9][N:10]([C:15]3[CH:20]=[CH:19][C:18]([C:21]([CH3:24])([CH3:23])[CH3:22])=[CH:17][CH:16]=3)[C:11]2=[O:14])=[CH:6][CH:5]=1)([O-:3])=[O:2].